Predict the reaction yield, written as a fraction of the theoretical maximum amount of product (1.0 means a 100% yield; for example, 0.34 means a 34% yield). From a dataset of Reaction yield outcomes from USPTO patents with 853,638 reactions. (1) The reactants are [CH3:1][N:2]1[CH:6]=[C:5]([N+:7]([O-])=O)[C:4]([C:10]([NH2:12])=[O:11])=[N:3]1.[H][H]. The catalyst is C(O)C.[Pd]. The product is [NH2:7][C:5]1[C:4]([C:10]([NH2:12])=[O:11])=[N:3][N:2]([CH3:1])[CH:6]=1. The yield is 0.920. (2) The reactants are [Br:1][C:2]1[C:3]([N:28]2[CH2:33][CH2:32][CH2:31][C@@H:30]([NH:34]C(=O)OC(C)(C)C)[CH2:29]2)=[C:4]2[C:10]([NH:11][C:12]([C:14]3[CH:15]=[N:16][N:17](CC4C=CC(OC)=CC=4)[CH:18]=3)=[O:13])=[CH:9][NH:8][C:5]2=[N:6][CH:7]=1.C(O)(C(F)(F)F)=O.C(Cl)[Cl:50]. No catalyst specified. The product is [ClH:50].[NH2:34][C@@H:30]1[CH2:31][CH2:32][CH2:33][N:28]([C:3]2[C:2]([Br:1])=[CH:7][N:6]=[C:5]3[NH:8][CH:9]=[C:10]([NH:11][C:12]([C:14]4[CH:18]=[N:17][NH:16][CH:15]=4)=[O:13])[C:4]=23)[CH2:29]1. The yield is 0.500. (3) The reactants are [F:1][C:2]1[CH:7]=[C:6]([F:8])[CH:5]=[CH:4][C:3]=1[C:9]1[CH:14]=[CH:13][C:12]([C@@H:15]([N:17]2[CH2:22][CH2:21][C@:20]([CH2:30][C:31]([NH2:33])=O)([C:23]3[CH:28]=[CH:27][C:26]([F:29])=[CH:25][CH:24]=3)[O:19][C:18]2=[O:34])[CH3:16])=[CH:11][CH:10]=1.C(OC(C(F)(F)F)=O)(C(F)(F)F)=O. The catalyst is C(Cl)Cl.CCN(C(C)C)C(C)C. The product is [F:1][C:2]1[CH:7]=[C:6]([F:8])[CH:5]=[CH:4][C:3]=1[C:9]1[CH:14]=[CH:13][C:12]([C@@H:15]([N:17]2[CH2:22][CH2:21][C@:20]([CH2:30][C:31]#[N:33])([C:23]3[CH:28]=[CH:27][C:26]([F:29])=[CH:25][CH:24]=3)[O:19][C:18]2=[O:34])[CH3:16])=[CH:11][CH:10]=1. The yield is 0.820. (4) The reactants are [CH:1]1([S:4]([NH:7][C:8](=[O:14])[O:9][C:10]([CH3:13])([CH3:12])[CH3:11])(=[O:6])=[O:5])[CH2:3][CH2:2]1.C([Li])CCC.[CH2:20]=[O:21]. The catalyst is C1COCC1. The product is [OH:21][CH2:20][C:1]1([S:4]([NH:7][C:8](=[O:14])[O:9][C:10]([CH3:11])([CH3:13])[CH3:12])(=[O:6])=[O:5])[CH2:2][CH2:3]1. The yield is 0.790. (5) The reactants are [NH2:1][C:2]1[CH:3]=[C:4]([CH:21]=[CH:22][C:23]=1[CH2:24][CH3:25])[O:5][C:6]1[CH:7]=[CH:8][C:9]2[N:10]([CH:12]=[C:13]([NH:15][C:16]([CH:18]3[CH2:20][CH2:19]3)=[O:17])[N:14]=2)[N:11]=1.[CH3:26][N:27]1[C:31]([C:32](Cl)=[O:33])=[CH:30][C:29]([CH3:35])=[N:28]1.[OH-].[Na+]. The catalyst is CN1CCCC1=O. The product is [CH:18]1([C:16]([NH:15][C:13]2[N:14]=[C:9]3[CH:8]=[CH:7][C:6]([O:5][C:4]4[CH:21]=[CH:22][C:23]([CH2:24][CH3:25])=[C:2]([NH:1][C:32]([C:31]5[N:27]([CH3:26])[N:28]=[C:29]([CH3:35])[CH:30]=5)=[O:33])[CH:3]=4)=[N:11][N:10]3[CH:12]=2)=[O:17])[CH2:20][CH2:19]1. The yield is 0.610. (6) The reactants are [O:1]=[C:2]1[CH2:6][CH2:5][CH:4]([C:7]([OH:9])=O)[CH2:3]1.C(Cl)CCl.C1C=C2N=NN(O)C2=CC=1.O.[Cl:25][C:26]1[CH:27]=[C:28]([CH:33]=[CH:34][C:35]=1[O:36][CH:37]([CH3:39])[CH3:38])/[C:29](=[N:31]/O)/[NH2:30]. The catalyst is CN(C=O)C. The product is [Cl:25][C:26]1[CH:27]=[C:28]([C:29]2[N:31]=[C:7]([CH:4]3[CH2:5][CH2:6][C:2](=[O:1])[CH2:3]3)[O:9][N:30]=2)[CH:33]=[CH:34][C:35]=1[O:36][CH:37]([CH3:39])[CH3:38]. The yield is 0.560. (7) The reactants are [N:1]([C:4]1[CH:12]=[CH:11][C:7]([C:8]([OH:10])=[O:9])=[CH:6][CH:5]=1)=[N+:2]=[N-:3].[C:13]([C:15]1[C:23]2[C:18](=[CH:19][CH:20]=[CH:21][CH:22]=2)[NH:17][N:16]=1)#[CH:14]. The catalyst is O1CCOCC1.O.CCOC(C)=O.O.O.O.O.O.S([O-])([O-])(=O)=O.[Cu+2]. The product is [NH:17]1[C:18]2[C:23](=[CH:22][CH:21]=[CH:20][CH:19]=2)[C:15]([C:13]2[N:3]=[N:2][N:1]([C:4]3[CH:5]=[CH:6][C:7]([C:8]([OH:10])=[O:9])=[CH:11][CH:12]=3)[CH:14]=2)=[N:16]1. The yield is 1.00. (8) The reactants are [CH3:1][C:2]1[C:7]([CH3:8])=[CH:6][C:5]([CH3:9])=[CH:4][C:3]=1[OH:10].C(=O)([O-])[O-].[K+].[K+].[I-].[K+].[CH2:19]([O:21][CH2:22][CH2:23]Cl)[CH3:20]. The catalyst is CN(C)C=O.C(OCC)(=O)C. The product is [CH2:19]([O:21][CH2:22][CH2:23][O:10][C:3]1[CH:4]=[C:5]([CH3:9])[CH:6]=[C:7]([CH3:8])[C:2]=1[CH3:1])[CH3:20]. The yield is 0.900.